This data is from Forward reaction prediction with 1.9M reactions from USPTO patents (1976-2016). The task is: Predict the product of the given reaction. Given the reactants [O:1]=[C:2]1[CH2:6][CH2:5][CH:4]([C:7]([OH:9])=[O:8])[CH2:3]1.O=S(Cl)Cl.[CH3:14]O, predict the reaction product. The product is: [O:1]=[C:2]1[CH2:6][CH2:5][CH:4]([C:7]([O:9][CH3:14])=[O:8])[CH2:3]1.